From a dataset of Catalyst prediction with 721,799 reactions and 888 catalyst types from USPTO. Predict which catalyst facilitates the given reaction. (1) Reactant: FC1C2SC=CC=2C([C:11](=[O:14])CC)=CC=1.[Br:15][C:16]1[CH:21]=[CH:20][C:19]([F:22])=[C:18]([F:23])[CH:17]=1. Product: [Br:15][C:16]1[C:17]([CH:11]=[O:14])=[C:18]([F:23])[C:19]([F:22])=[CH:20][CH:21]=1. The catalyst class is: 9. (2) Reactant: [F:1][C:2]1[CH:7]=[CH:6][C:5]([C@@:8]([C:27]2[CH:32]=[C:31]([O:33][C:34]([F:39])([F:38])[CH:35]([F:37])[F:36])[CH:30]=[C:29]([F:40])[CH:28]=2)([NH:16][C:17]2[S:18][C:19]([CH3:26])=[C:20]([C:22]([F:25])([F:24])[F:23])[N:21]=2)[CH2:9][C:10]2[CH:15]=[CH:14][CH:13]=[CH:12][CH:11]=2)=[CH:4][C:3]=1[OH:41].C([O-])([O-])=O.[K+].[K+].I[CH:49]([CH3:51])[CH3:50]. Product: [F:1][C:2]1[CH:7]=[CH:6][C:5]([C@:8]([NH:16][C:17]2[S:18][C:19]([CH3:26])=[C:20]([C:22]([F:23])([F:25])[F:24])[N:21]=2)([C:27]2[CH:32]=[C:31]([O:33][C:34]([F:38])([F:39])[CH:35]([F:37])[F:36])[CH:30]=[C:29]([F:40])[CH:28]=2)[CH2:9][C:10]2[CH:11]=[CH:12][CH:13]=[CH:14][CH:15]=2)=[CH:4][C:3]=1[O:41][CH:49]([CH3:51])[CH3:50]. The catalyst class is: 3. (3) Reactant: [C:1]1([O:11][CH2:12][CH2:13][C:14]2[C:22]3[C:17]4=[C:18]([O:23][CH2:24][CH2:25][N:16]4[C:15]=2[C:26](O)=[O:27])[CH:19]=[CH:20][CH:21]=3)[C:10]2[C:5](=[CH:6][CH:7]=[CH:8][CH:9]=2)[CH:4]=[CH:3][CH:2]=1.[C:29]1([S:35]([NH2:38])(=[O:37])=[O:36])[CH:34]=[CH:33][CH:32]=[CH:31][CH:30]=1.Cl.CN(C)CCCN=C=NCC. Product: [C:1]1([O:11][CH2:12][CH2:13][C:14]2[C:22]3[C:17]4=[C:18]([O:23][CH2:24][CH2:25][N:16]4[C:15]=2[C:26]([NH:38][S:35]([C:29]2[CH:34]=[CH:33][CH:32]=[CH:31][CH:30]=2)(=[O:37])=[O:36])=[O:27])[CH:19]=[CH:20][CH:21]=3)[C:10]2[C:5](=[CH:6][CH:7]=[CH:8][CH:9]=2)[CH:4]=[CH:3][CH:2]=1. The catalyst class is: 154. (4) Reactant: [OH2:1].[OH-].[Li+].Cl.[NH2:5]O.[Cl:7][C:8]1[CH:9]=[CH:10][C:11]2[N:12]([N:14]=[C:15]([C:28]3[CH:33]=[CH:32][CH:31]=[CH:30][CH:29]=3)[C:16]=2[CH2:17][C:18]2[N:23]=[C:22]([C:24]([O:26]C)=O)[CH:21]=[CH:20][CH:19]=2)[CH:13]=1.Cl. Product: [Cl:7][C:8]1[CH:9]=[CH:10][C:11]2[N:12]([N:14]=[C:15]([C:28]3[CH:33]=[CH:32][CH:31]=[CH:30][CH:29]=3)[C:16]=2[CH2:17][C:18]2[N:23]=[C:22]([C:24]([NH:5][OH:1])=[O:26])[CH:21]=[CH:20][CH:19]=2)[CH:13]=1. The catalyst class is: 5. (5) The catalyst class is: 100. Reactant: [NH2:1][C@H:2]1[CH2:7][S:6](=[O:9])(=[O:8])[CH2:5][C@@H:4]([CH2:10][C:11]2[CH:12]=[CH:13][C:14]([O:27][CH3:28])=[C:15]([CH:26]=2)[CH2:16][C@H:17]2[CH2:21][O:20][C:19](=[O:22])[N:18]2[CH2:23][CH2:24][CH3:25])[C@@H:3]1[OH:29].C([O-])(=O)C.[Na+].[CH:35]([C:38]1[CH:39]=[C:40]([CH:43]=[CH:44][CH:45]=1)[CH:41]=O)([CH3:37])[CH3:36].[BH3-]C#N.[Na+].[ClH:50].C([O-])([O-])=O.[K+].[K+]. Product: [ClH:50].[OH:29][C@@H:3]1[C@@H:2]([NH:1][CH2:41][C:40]2[CH:43]=[CH:44][CH:45]=[C:38]([CH:35]([CH3:37])[CH3:36])[CH:39]=2)[CH2:7][S:6](=[O:9])(=[O:8])[CH2:5][C@H:4]1[CH2:10][C:11]1[CH:12]=[CH:13][C:14]([O:27][CH3:28])=[C:15]([CH:26]=1)[CH2:16][C@H:17]1[CH2:21][O:20][C:19](=[O:22])[N:18]1[CH2:23][CH2:24][CH3:25]. (6) Reactant: [H-].C([Al+]CC(C)C)C(C)C.C([O:13][C:14]([C:16]1[N:17]=[C:18]2[N:22]([C:23]=1[CH2:24][CH3:25])[CH:21]=[CH:20][S:19]2)=O)C.Cl.[OH-].[Na+]. Product: [CH2:24]([C:23]1[N:22]2[C:18]([S:19][CH:20]=[CH:21]2)=[N:17][C:16]=1[CH2:14][OH:13])[CH3:25]. The catalyst class is: 1.